From a dataset of Full USPTO retrosynthesis dataset with 1.9M reactions from patents (1976-2016). Predict the reactants needed to synthesize the given product. (1) Given the product [O:10]=[C:11]1[CH2:14][CH:13]([C:15]([O:17][CH3:18])=[O:16])[CH2:12]1, predict the reactants needed to synthesize it. The reactants are: [N+](C1C=CC(C([O:10][CH:11]2[CH2:14][CH:13]([C:15]([O:17][CH3:18])=[O:16])[CH2:12]2)=O)=CC=1)([O-])=O.C([O-])([O-])=O.[K+].[K+]. (2) Given the product [NH2:1][C:2]1[C:11]2[N:12]=[C:13]([CH2:21][O:22][CH2:23][CH3:24])[N:14]([CH2:15][CH2:16][CH2:17][C:18](=[N:26][OH:27])[CH3:19])[C:10]=2[C:9]2[CH:8]=[CH:7][CH:6]=[CH:5][C:4]=2[N:3]=1, predict the reactants needed to synthesize it. The reactants are: [NH2:1][C:2]1[C:11]2[N:12]=[C:13]([CH2:21][O:22][CH2:23][CH3:24])[N:14]([CH2:15][CH2:16][CH2:17][C:18](=O)[CH3:19])[C:10]=2[C:9]2[CH:8]=[CH:7][CH:6]=[CH:5][C:4]=2[N:3]=1.Cl.[NH2:26][OH:27]. (3) Given the product [C:11]([O:14][C:15]([N:1]1[CH2:6][CH2:5][CH:4]([C:7]([OH:9])=[O:8])[CH2:3][CH2:2]1)=[O:16])([CH3:13])([CH3:12])[CH3:10], predict the reactants needed to synthesize it. The reactants are: [NH:1]1[CH2:6][CH2:5][CH:4]([C:7]([OH:9])=[O:8])[CH2:3][CH2:2]1.[CH3:10][C:11]([O:14][C:15](O[C:15]([O:14][C:11]([CH3:13])([CH3:12])[CH3:10])=[O:16])=[O:16])([CH3:13])[CH3:12].CCOC(C)=O.